This data is from Full USPTO retrosynthesis dataset with 1.9M reactions from patents (1976-2016). The task is: Predict the reactants needed to synthesize the given product. Given the product [CH2:24]([O:25][C:26](=[O:14])[CH:22]=[C:15]1[CH2:20][CH2:19][CH2:18][CH2:17][CH2:16]1)[CH3:23], predict the reactants needed to synthesize it. The reactants are: C([Li])CCC.CN1CCCN(C)C1=[O:14].[C:15]1(=O)[CH2:20][CH2:19][CH2:18][CH2:17][CH2:16]1.[CH2:22]1[CH2:26][O:25][CH2:24][CH2:23]1.